This data is from Forward reaction prediction with 1.9M reactions from USPTO patents (1976-2016). The task is: Predict the product of the given reaction. (1) Given the reactants [F:1][C:2]1[CH:7]=[CH:6][C:5]([C@@H:8]2[CH2:12][N:11]([CH2:13][C:14](F)(F)F)[CH2:10][C@H:9]2[NH:18][C:19]([NH:21][C:22]2[N:26]([C:27]3[CH:32]=[CH:31][CH:30]=[CH:29][CH:28]=3)[N:25]=[C:24]3[CH2:33][CH2:34][CH2:35][C:23]=23)=[O:20])=[CH:4][CH:3]=1.IC[CH2:38][N:39](C)C(C1C=CC=CC=1)(C1C=CC=CC=1)C1C=CC=CC=1.CCN(C(C)C)C(C)C.Cl.[OH-].[Na+], predict the reaction product. The product is: [F:1][C:2]1[CH:3]=[CH:4][C:5]([C@@H:8]2[CH2:12][N:11]([CH2:13][CH2:14][NH:39][CH3:38])[CH2:10][C@H:9]2[NH:18][C:19]([NH:21][C:22]2[N:26]([C:27]3[CH:28]=[CH:29][CH:30]=[CH:31][CH:32]=3)[N:25]=[C:24]3[CH2:33][CH2:34][CH2:35][C:23]=23)=[O:20])=[CH:6][CH:7]=1. (2) Given the reactants [NH2:1][C:2]1[CH:3]=[CH:4][C:5]([CH3:29])=[C:6]([C:8]2[C:9]3[CH:19]=[CH:18][C:17](=[O:20])[N:16]([C:21]4[C:26]([F:27])=[CH:25][CH:24]=[CH:23][C:22]=4[F:28])[C:10]=3[N:11]=[C:12]([S:14][CH3:15])[N:13]=2)[CH:7]=1.[Cl:30][C:31]1[N:36]=[CH:35][C:34]([C:37](Cl)=[O:38])=[CH:33][CH:32]=1, predict the reaction product. The product is: [Cl:30][C:31]1[N:36]=[CH:35][C:34]([C:37]([NH:1][C:2]2[CH:3]=[CH:4][C:5]([CH3:29])=[C:6]([C:8]3[C:9]4[CH:19]=[CH:18][C:17](=[O:20])[N:16]([C:21]5[C:22]([F:28])=[CH:23][CH:24]=[CH:25][C:26]=5[F:27])[C:10]=4[N:11]=[C:12]([S:14][CH3:15])[N:13]=3)[CH:7]=2)=[O:38])=[CH:33][CH:32]=1. (3) Given the reactants Br[CH2:2][C:3]([C:5]1[CH:10]=[CH:9][CH:8]=[C:7]([N+:11]([O-:13])=[O:12])[CH:6]=1)=O.[C:14](=[S:17])([NH2:16])[CH3:15], predict the reaction product. The product is: [CH3:15][C:14]1[S:17][CH:2]=[C:3]([C:5]2[CH:10]=[CH:9][CH:8]=[C:7]([N+:11]([O-:13])=[O:12])[CH:6]=2)[N:16]=1. (4) Given the reactants [NH2:1][C:2]1[CH:7]=[CH:6][C:5]([SH:8])=[CH:4][C:3]=1[F:9].C([O-])([O-])=O.[K+].[K+].Cl[C:17]1[C:26]2[C:21](=[CH:22][C:23]([O:29][CH3:30])=[C:24]([O:27][CH3:28])[CH:25]=2)[N:20]=[CH:19]C=1.C[N:32](C=O)C, predict the reaction product. The product is: [CH3:28][O:27][C:24]1[CH:25]=[C:26]2[C:21](=[CH:22][C:23]=1[O:29][CH3:30])[N:20]=[CH:19][N:32]=[C:17]2[S:8][C:5]1[CH:6]=[CH:7][C:2]([NH2:1])=[C:3]([F:9])[CH:4]=1. (5) Given the reactants C([NH:3][C@@:4]([C:9]1[CH:14]=[CH:13][CH:12]=[CH:11][CH:10]=1)([CH3:8])[C:5]([OH:7])=[O:6])=O.C(N[C@:18](C1C=CC=CC=1)(C)[C:19](O)=O)=O, predict the reaction product. The product is: [NH2:3][C@@:4]([C:9]1[CH:14]=[CH:13][CH:12]=[CH:11][CH:10]=1)([CH3:8])[C:5]([O:7][CH2:18][CH3:19])=[O:6]. (6) Given the reactants [CH2:1]([C:3]([C:21]1[CH:26]=[CH:25][C:24]([OH:27])=[C:23]([CH3:28])[CH:22]=1)([C:6]1[CH:11]=[CH:10][C:9]([C:12]#[C:13][C:14]([CH2:18][CH3:19])([OH:17])[CH2:15][CH3:16])=[C:8]([CH3:20])[CH:7]=1)[CH2:4][CH3:5])[CH3:2].[OH-].[Na+].[CH3:31][C:32]1([CH3:49])[O:36][C@H:35]([CH2:37]OS(C2C=CC(C)=CC=2)(=O)=O)[CH2:34][O:33]1.[NH4+].[Cl-], predict the reaction product. The product is: [CH3:31][C:32]1([CH3:49])[O:36][C@H:35]([CH2:37][O:27][C:24]2[CH:25]=[CH:26][C:21]([C:3]([C:6]3[CH:11]=[CH:10][C:9]([C:12]#[C:13][C:14]([CH2:15][CH3:16])([OH:17])[CH2:18][CH3:19])=[C:8]([CH3:20])[CH:7]=3)([CH2:4][CH3:5])[CH2:1][CH3:2])=[CH:22][C:23]=2[CH3:28])[CH2:34][O:33]1. (7) Given the reactants [NH2:1][C:2]1[N:7]=[CH:6][N:5]=[C:4]2[N:8]([CH:24]3[CH2:29][CH2:28][CH2:27][N:26]([C:30](=[O:33])[CH:31]=[CH2:32])[CH2:25]3)[N:9]=[C:10]([C:11]3[CH:16]=[CH:15][C:14]([O:17][C:18]4[CH:23]=[CH:22][CH:21]=[CH:20][CH:19]=4)=[CH:13][CH:12]=3)[C:3]=12.[O:34]([C:41]1[CH:46]=[CH:45][C:44]([C:47]2[C:55]3[C:50](=[N:51][CH:52]=[N:53][C:54]=3[NH2:56])[N:49]([C@@H:57]3[CH2:62][CH2:61][CH2:60][NH:59][CH2:58]3)[N:48]=2)=[CH:43][CH:42]=1)[C:35]1[CH:40]=[CH:39][CH:38]=[CH:37][CH:36]=1.CCN(C(C)C)C(C)C.CC(C)=O.CO, predict the reaction product. The product is: [NH2:1][C:2]1[N:7]=[CH:6][N:5]=[C:4]2[N:8]([C@@H:24]3[CH2:29][CH2:28][CH2:27][N:26]([C:30](=[O:33])[CH2:31][CH2:32][N:59]4[CH2:60][CH2:61][CH2:62][C@H:57]([N:49]5[C:50]6=[N:51][CH:52]=[N:53][C:54]([NH2:56])=[C:55]6[C:47]([C:44]6[CH:45]=[CH:46][C:41]([O:34][C:35]7[CH:40]=[CH:39][CH:38]=[CH:37][CH:36]=7)=[CH:42][CH:43]=6)=[N:48]5)[CH2:58]4)[CH2:25]3)[N:9]=[C:10]([C:11]3[CH:16]=[CH:15][C:14]([O:17][C:18]4[CH:19]=[CH:20][CH:21]=[CH:22][CH:23]=4)=[CH:13][CH:12]=3)[C:3]=12. (8) Given the reactants [Zn:1].[Cl-].[Li+].[Br:4]CCBr.Cl[Si](C)(C)C.Br[CH2:14][C:15]1[CH:16]=[C:17]([F:23])[C:18]([F:22])=[C:19]([F:21])[CH:20]=1, predict the reaction product. The product is: [Br-:4].[F:21][C:19]1[CH:20]=[C:15]([CH:16]=[C:17]([F:23])[C:18]=1[F:22])[CH2:14][Zn+:1]. (9) Given the reactants [Cl:1][C:2]1[C:37]([C:38]([F:41])([F:40])[F:39])=[CH:36][CH:35]=[CH:34][C:3]=1[CH2:4][N:5]([CH2:20][CH:21]([C:28]1[CH:33]=[CH:32][CH:31]=[CH:30][CH:29]=1)[C:22]1[CH:27]=[CH:26][CH:25]=[CH:24][CH:23]=1)[CH2:6][CH2:7][CH2:8][O:9][C:10]1[CH:11]=[C:12]([CH2:16][C:17]([OH:19])=[O:18])[CH:13]=[CH:14][CH:15]=1.Cl.[CH3:43]O, predict the reaction product. The product is: [CH3:43][O:18][C:17](=[O:19])[CH2:16][C:12]1[CH:13]=[CH:14][CH:15]=[C:10]([O:9][CH2:8][CH2:7][CH2:6][N:5]([CH2:4][C:3]2[CH:34]=[CH:35][CH:36]=[C:37]([C:38]([F:39])([F:40])[F:41])[C:2]=2[Cl:1])[CH2:20][CH:21]([C:22]2[CH:27]=[CH:26][CH:25]=[CH:24][CH:23]=2)[C:28]2[CH:29]=[CH:30][CH:31]=[CH:32][CH:33]=2)[CH:11]=1. (10) The product is: [NH2:1][C:2]1[N:10]=[CH:9][C:8]([Br:11])=[CH:7][C:3]=1[C:4]([NH:36][C:31]12[CH2:30][CH:35]([CH2:32]1)[CH2:34]2)=[O:6]. Given the reactants [NH2:1][C:2]1[N:10]=[CH:9][C:8]([Br:11])=[CH:7][C:3]=1[C:4]([OH:6])=O.CCN(C(C)C)C(C)C.CN(C(ON1N=[N:36][C:31]2[CH:32]=C[CH:34]=[CH:35][C:30]1=2)=[N+](C)C)C.[B-](F)(F)(F)F, predict the reaction product.